This data is from Full USPTO retrosynthesis dataset with 1.9M reactions from patents (1976-2016). The task is: Predict the reactants needed to synthesize the given product. (1) Given the product [Cl:1][C:2]1[N:7]=[C:6]([C:8]2[CH:9]=[CH:10][CH:13]=[C:14]([CH:25]([O:26][CH3:27])[O:24][CH3:23])[CH:15]=2)[CH:5]=[CH:4][N:3]=1, predict the reactants needed to synthesize it. The reactants are: [Cl:1][C:2]1[N:7]=[C:6]([C:8]2[CH:9]=[C:10]([CH:13]=[CH:14][CH:15]=2)C=O)[CH:5]=[CH:4][N:3]=1.Cl.O1CCOCC1.[CH3:23][O:24][CH:25](OC)[O:26][CH3:27]. (2) Given the product [CH:20]1([CH2:23][N:24]([CH2:25][C:26]2[CH:27]=[CH:28][C:29]([C:30]([O:32][CH3:33])=[O:31])=[CH:34][CH:35]=2)[C:12]([C:9]2[N:10]=[CH:11][C:6]([O:5][C:4]3[CH:15]=[CH:16][CH:17]=[CH:18][C:3]=3[O:2][CH3:1])=[CH:7][N:8]=2)=[O:14])[CH2:21][CH2:22]1, predict the reactants needed to synthesize it. The reactants are: [CH3:1][O:2][C:3]1[CH:18]=[CH:17][CH:16]=[CH:15][C:4]=1[O:5][C:6]1[CH:7]=[N:8][C:9]([C:12]([OH:14])=O)=[N:10][CH:11]=1.Cl.[CH:20]1([CH2:23][NH:24][CH2:25][C:26]2[CH:35]=[CH:34][C:29]([C:30]([O:32][CH3:33])=[O:31])=[CH:28][CH:27]=2)[CH2:22][CH2:21]1.